Dataset: Full USPTO retrosynthesis dataset with 1.9M reactions from patents (1976-2016). Task: Predict the reactants needed to synthesize the given product. (1) The reactants are: [Cl:1][C:2]1[C:7]([CH3:8])=[CH:6][C:5]([O:9][CH3:10])=[C:4]([N+:11]([O-])=O)[CH:3]=1. Given the product [Cl:1][C:2]1[C:7]([CH3:8])=[CH:6][C:5]([O:9][CH3:10])=[C:4]([NH2:11])[CH:3]=1, predict the reactants needed to synthesize it. (2) Given the product [Cl:1][C:2]1[C:3]([NH:23][C:24]2[CH:28]=[C:27]([CH3:29])[NH:26][N:25]=2)=[N:4][C:5]([NH:8][C:9]2[C:10]([F:22])=[CH:11][C:12]([CH:16]3[CH2:17][CH2:18][N:19]([C:38]([O:40][CH2:41][CH3:42])=[O:39])[CH2:20][CH2:21]3)=[C:13]([CH3:15])[CH:14]=2)=[N:6][CH:7]=1, predict the reactants needed to synthesize it. The reactants are: [Cl:1][C:2]1[C:3]([NH:23][C:24]2[CH:28]=[C:27]([CH3:29])[NH:26][N:25]=2)=[N:4][C:5]([NH:8][C:9]2[CH:14]=[C:13]([CH3:15])[C:12]([CH:16]3[CH2:21][CH2:20][NH:19][CH2:18][CH2:17]3)=[CH:11][C:10]=2[F:22])=[N:6][CH:7]=1.C(N(CC)CC)C.Cl[C:38]([O:40][CH2:41][CH3:42])=[O:39].